From a dataset of Full USPTO retrosynthesis dataset with 1.9M reactions from patents (1976-2016). Predict the reactants needed to synthesize the given product. Given the product [N:13]1([S:10]([C:6]2[CH:5]=[C:4]([CH2:3][OH:2])[CH:9]=[CH:8][CH:7]=2)(=[O:12])=[O:11])[CH2:14][CH2:15][CH2:16][CH2:17]1, predict the reactants needed to synthesize it. The reactants are: C[O:2][C:3](=O)[C:4]1[CH:9]=[CH:8][CH:7]=[C:6]([S:10]([N:13]2[CH2:17][CH2:16][CH2:15][CH2:14]2)(=[O:12])=[O:11])[CH:5]=1.[H-].[Al+3].[Li+].[H-].[H-].[H-].[Cl-].[NH4+].